From a dataset of Catalyst prediction with 721,799 reactions and 888 catalyst types from USPTO. Predict which catalyst facilitates the given reaction. (1) Reactant: [CH3:13][C:12]([O:11][C:9](O[C:9]([O:11][C:12]([CH3:15])([CH3:14])[CH3:13])=[O:10])=[O:10])([CH3:15])[CH3:14].[OH:16][CH2:17][CH2:18][NH:19][CH2:20][C:21]([NH:23][C:24]1[CH:29]=[CH:28][C:27]([O:30][CH2:31][C:32]2[CH:37]=[CH:36][CH:35]=[CH:34][CH:33]=2)=[CH:26][CH:25]=1)=[O:22].C(=O)(O)[O-].[Na+]. Product: [OH:16][CH2:17][CH2:18][N:19]([CH2:20][C:21](=[O:22])[NH:23][C:24]1[CH:29]=[CH:28][C:27]([O:30][CH2:31][C:32]2[CH:33]=[CH:34][CH:35]=[CH:36][CH:37]=2)=[CH:26][CH:25]=1)[C:9](=[O:10])[O:11][C:12]([CH3:13])([CH3:14])[CH3:15]. The catalyst class is: 143. (2) Reactant: [CH3:1][O:2][C:3]([CH:5]1[CH2:13][C:12]2[C:7](=[CH:8][CH:9]=[C:10]([Br:14])[CH:11]=2)[C:6]1=O)=[O:4].C([SiH](CC)CC)C. The catalyst class is: 67. Product: [CH3:1][O:2][C:3]([CH:5]1[CH2:13][C:12]2[C:7](=[CH:8][CH:9]=[C:10]([Br:14])[CH:11]=2)[CH2:6]1)=[O:4]. (3) Reactant: [CH2:1]([O:3][C:4](=[O:24])[C@H:5]([O:7][C:8]1[CH:23]=[CH:22][C:11]([C:12]([O:14]CC2C=CC=CC=2)=[O:13])=[CH:10][CH:9]=1)[CH3:6])[CH3:2]. Product: [CH2:1]([O:3][C:4](=[O:24])[C@H:5]([O:7][C:8]1[CH:23]=[CH:22][C:11]([C:12]([OH:14])=[O:13])=[CH:10][CH:9]=1)[CH3:6])[CH3:2]. The catalyst class is: 105. (4) Reactant: [NH:1]1[C:9]2[C:4](=[CH:5][CH:6]=[CH:7][CH:8]=2)[C:3]([C:10]([OH:12])=O)=[N:2]1.S(Cl)([Cl:15])=O.[N:17]12[CH2:24][CH:21]([CH2:22][CH2:23]1)[NH:20][CH2:19][CH2:18]2. Product: [ClH:15].[N:17]12[CH2:24][CH:21]([CH2:22][CH2:23]1)[N:20]([C:10]([C:3]1[C:4]3[C:9](=[CH:8][CH:7]=[CH:6][CH:5]=3)[NH:1][N:2]=1)=[O:12])[CH2:19][CH2:18]2. The catalyst class is: 17.